This data is from NCI-60 drug combinations with 297,098 pairs across 59 cell lines. The task is: Regression. Given two drug SMILES strings and cell line genomic features, predict the synergy score measuring deviation from expected non-interaction effect. (1) Drug 1: CC1CCC2CC(C(=CC=CC=CC(CC(C(=O)C(C(C(=CC(C(=O)CC(OC(=O)C3CCCCN3C(=O)C(=O)C1(O2)O)C(C)CC4CCC(C(C4)OC)O)C)C)O)OC)C)C)C)OC. Drug 2: C1=NC(=NC(=O)N1C2C(C(C(O2)CO)O)O)N. Cell line: SK-OV-3. Synergy scores: CSS=17.3, Synergy_ZIP=-3.42, Synergy_Bliss=2.52, Synergy_Loewe=-26.9, Synergy_HSA=4.53. (2) Drug 1: CC1C(C(=O)NC(C(=O)N2CCCC2C(=O)N(CC(=O)N(C(C(=O)O1)C(C)C)C)C)C(C)C)NC(=O)C3=C4C(=C(C=C3)C)OC5=C(C(=O)C(=C(C5=N4)C(=O)NC6C(OC(=O)C(N(C(=O)CN(C(=O)C7CCCN7C(=O)C(NC6=O)C(C)C)C)C)C(C)C)C)N)C. Drug 2: CC1=C2C(C(=O)C3(C(CC4C(C3C(C(C2(C)C)(CC1OC(=O)C(C(C5=CC=CC=C5)NC(=O)OC(C)(C)C)O)O)OC(=O)C6=CC=CC=C6)(CO4)OC(=O)C)O)C)O. Cell line: EKVX. Synergy scores: CSS=2.56, Synergy_ZIP=0.702, Synergy_Bliss=4.33, Synergy_Loewe=1.79, Synergy_HSA=2.02. (3) Drug 1: CC1=CC2C(CCC3(C2CCC3(C(=O)C)OC(=O)C)C)C4(C1=CC(=O)CC4)C. Drug 2: CC(C1=C(C=CC(=C1Cl)F)Cl)OC2=C(N=CC(=C2)C3=CN(N=C3)C4CCNCC4)N. Cell line: RXF 393. Synergy scores: CSS=-4.15, Synergy_ZIP=0.811, Synergy_Bliss=-0.662, Synergy_Loewe=-4.87, Synergy_HSA=-4.87. (4) Cell line: K-562. Drug 1: CCN(CC)CCNC(=O)C1=C(NC(=C1C)C=C2C3=C(C=CC(=C3)F)NC2=O)C. Drug 2: C1C(C(OC1N2C=NC3=C2NC=NCC3O)CO)O. Synergy scores: CSS=-8.32, Synergy_ZIP=4.14, Synergy_Bliss=-3.23, Synergy_Loewe=-6.60, Synergy_HSA=-10.7.